Regression. Given two drug SMILES strings and cell line genomic features, predict the synergy score measuring deviation from expected non-interaction effect. From a dataset of NCI-60 drug combinations with 297,098 pairs across 59 cell lines. (1) Drug 1: CC=C1C(=O)NC(C(=O)OC2CC(=O)NC(C(=O)NC(CSSCCC=C2)C(=O)N1)C(C)C)C(C)C. Drug 2: C#CCC(CC1=CN=C2C(=N1)C(=NC(=N2)N)N)C3=CC=C(C=C3)C(=O)NC(CCC(=O)O)C(=O)O. Cell line: HCT116. Synergy scores: CSS=75.2, Synergy_ZIP=8.87, Synergy_Bliss=-9.75, Synergy_Loewe=53.6, Synergy_HSA=-5.56. (2) Drug 1: C1=CC(=C2C(=C1NCCNCCO)C(=O)C3=C(C=CC(=C3C2=O)O)O)NCCNCCO. Drug 2: CNC(=O)C1=NC=CC(=C1)OC2=CC=C(C=C2)NC(=O)NC3=CC(=C(C=C3)Cl)C(F)(F)F. Cell line: NCI-H460. Synergy scores: CSS=59.1, Synergy_ZIP=3.47, Synergy_Bliss=1.14, Synergy_Loewe=1.79, Synergy_HSA=3.68. (3) Drug 1: CC1OCC2C(O1)C(C(C(O2)OC3C4COC(=O)C4C(C5=CC6=C(C=C35)OCO6)C7=CC(=C(C(=C7)OC)O)OC)O)O. Drug 2: CC(C1=C(C=CC(=C1Cl)F)Cl)OC2=C(N=CC(=C2)C3=CN(N=C3)C4CCNCC4)N. Cell line: HT29. Synergy scores: CSS=18.6, Synergy_ZIP=-8.31, Synergy_Bliss=0.254, Synergy_Loewe=-1.93, Synergy_HSA=0.360. (4) Drug 1: CC(C1=C(C=CC(=C1Cl)F)Cl)OC2=C(N=CC(=C2)C3=CN(N=C3)C4CCNCC4)N. Drug 2: CCC(=C(C1=CC=CC=C1)C2=CC=C(C=C2)OCCN(C)C)C3=CC=CC=C3.C(C(=O)O)C(CC(=O)O)(C(=O)O)O. Cell line: NCI/ADR-RES. Synergy scores: CSS=-0.767, Synergy_ZIP=0.968, Synergy_Bliss=1.32, Synergy_Loewe=-0.231, Synergy_HSA=-0.912. (5) Drug 1: C1=CC(=CC=C1CC(C(=O)O)N)N(CCCl)CCCl.Cl. Drug 2: C(CN)CNCCSP(=O)(O)O. Cell line: SW-620. Synergy scores: CSS=6.01, Synergy_ZIP=-5.35, Synergy_Bliss=0.535, Synergy_Loewe=-11.8, Synergy_HSA=1.28.